Dataset: Full USPTO retrosynthesis dataset with 1.9M reactions from patents (1976-2016). Task: Predict the reactants needed to synthesize the given product. (1) Given the product [Cl:31][CH2:18][C:4]1[C:3]2[C:7](=[CH:8][CH:9]=[CH:10][C:2]=2[F:1])[N:6]([C:11]([O:13][C:14]([CH3:17])([CH3:16])[CH3:15])=[O:12])[CH:5]=1, predict the reactants needed to synthesize it. The reactants are: [F:1][C:2]1[CH:10]=[CH:9][CH:8]=[C:7]2[C:3]=1[C:4]([CH2:18]O)=[CH:5][N:6]2[C:11]([O:13][C:14]([CH3:17])([CH3:16])[CH3:15])=[O:12].C(N(CC)CC)C.CS([Cl:31])(=O)=O. (2) Given the product [NH2:34][C:35]1[C:44]2=[CH:45][N:46]([CH:48]3[O:49][CH:50]([C:56]([CH3:64])([CH3:63])[O:57][SiH2:58][C:59]([CH3:60])([CH3:62])[CH3:61])[CH:51]([O:32][C:31](=[O:33])[CH2:30][CH2:29][N:23]4[CH2:28][CH2:27][O:26][CH2:25][CH2:24]4)[C:52]3([OH:54])[CH3:53])[N:47]=[C:42]3[C:43]2=[C:37]([C:38](=[O:65])[NH:39][N:40]=[CH:41]3)[CH:36]=1, predict the reactants needed to synthesize it. The reactants are: C1CCC(N=C=NC2CCCCC2)CC1.N1C=CC=CC=1.Cl.[N:23]1([CH2:29][CH2:30][C:31]([OH:33])=[O:32])[CH2:28][CH2:27][O:26][CH2:25][CH2:24]1.[NH2:34][C:35]1[C:44]2=[CH:45][N:46]([CH:48]3[C:52]([OH:54])([CH3:53])[CH:51](O)[CH:50]([C:56]([CH3:64])([CH3:63])[O:57][SiH2:58][C:59]([CH3:62])([CH3:61])[CH3:60])[O:49]3)[N:47]=[C:42]3[C:43]2=[C:37]([C:38](=[O:65])[NH:39][N:40]=[CH:41]3)[CH:36]=1. (3) Given the product [CH2:48]([N:47]1[C:18]2[C:17](=[CH:16][C:25]3[C:20]([CH:19]=2)=[CH:21][C:22]2[C:26]4[C:27](=[CH:41][CH:42]=[CH:43][CH:44]=4)[N:28]([CH2:29][CH2:30][CH2:31][CH2:32][CH2:33][CH2:34][CH2:35][CH2:36][CH2:37][CH2:38][CH2:39][CH3:40])[C:23]=2[CH:24]=3)[C:45]2[C:46]1=[CH:60][CH:61]=[CH:62][CH:63]=2)[CH2:49][CH2:50][CH2:51][CH2:52][CH2:53][CH2:54][CH2:55][CH2:56][CH2:57][CH2:58][CH3:59], predict the reactants needed to synthesize it. The reactants are: C([O-])(=O)C.C([O-])(=O)C.C1([I+2])C=CC=CC=1.[CH:16]1[C:25]2[C:20](=[CH:21][C:22]([C:26]3[CH:44]=[CH:43][CH:42]=[CH:41][C:27]=3[NH:28][CH2:29][CH2:30][CH2:31][CH2:32][CH2:33][CH2:34][CH2:35][CH2:36][CH2:37][CH2:38][CH2:39][CH3:40])=[CH:23][CH:24]=2)[CH:19]=[CH:18][C:17]=1[C:45]1[CH:63]=[CH:62][CH:61]=[CH:60][C:46]=1[NH:47][CH2:48][CH2:49][CH2:50][CH2:51][CH2:52][CH2:53][CH2:54][CH2:55][CH2:56][CH2:57][CH2:58][CH3:59]. (4) Given the product [CH2:29]([O:28][C:26]([C:25]1[C:24]([O:32][CH2:33][CH:34]([F:35])[F:36])=[CH:23][C:22]2[N:37]([CH3:38])[C:18]([NH:17][C:3]3[CH:4]=[C:5]([CH2:6][NH:7][C:8]([O:9][C:10]([CH3:13])([CH3:12])[CH3:11])=[O:14])[CH:15]=[CH:16][C:2]=3[Cl:1])=[N:20][C:21]=2[CH:31]=1)=[O:27])[CH3:30], predict the reactants needed to synthesize it. The reactants are: [Cl:1][C:2]1[CH:16]=[CH:15][C:5]([CH2:6][NH:7][C:8](=[O:14])[O:9][C:10]([CH3:13])([CH3:12])[CH3:11])=[CH:4][C:3]=1[N:17]=[C:18]=S.[NH2:20][C:21]1[C:22]([NH:37][CH3:38])=[CH:23][C:24]([O:32][CH2:33][CH:34]([F:36])[F:35])=[C:25]([CH:31]=1)[C:26]([O:28][CH2:29][CH3:30])=[O:27].CC(C)N=C=NC(C)C.